Dataset: Reaction yield outcomes from USPTO patents with 853,638 reactions. Task: Predict the reaction yield, written as a fraction of the theoretical maximum amount of product (1.0 means a 100% yield; for example, 0.34 means a 34% yield). (1) The reactants are F[P-](F)(F)(F)(F)F.N1(O[P+](N(C)C)(N(C)C)N(C)C)C2C=CC=CC=2N=N1.[CH:28]1([CH2:33][CH:34]([C:38]2[CH:43]=[CH:42][C:41]([C:44]([F:47])([F:46])[F:45])=[CH:40][CH:39]=2)[C:35]([OH:37])=O)[CH2:32][CH2:31][CH2:30][CH2:29]1.[NH2:48][C:49]1[CH:54]=[CH:53][CH:52]=[CH:51][N:50]=1.C(N(CC)C(C)C)(C)C. The catalyst is CN(C)C=O.O. The product is [CH:28]1([CH2:33][CH:34]([C:38]2[CH:43]=[CH:42][C:41]([C:44]([F:47])([F:46])[F:45])=[CH:40][CH:39]=2)[C:35]([NH:48][C:49]2[CH:54]=[CH:53][CH:52]=[CH:51][N:50]=2)=[O:37])[CH2:29][CH2:30][CH2:31][CH2:32]1. The yield is 0.533. (2) The reactants are [O:1]=[C:2]1[NH:7][CH2:6][N:5]([C@H:8]2[CH2:13][CH2:12][C@H:11]([CH2:14][N:15]([CH2:23][C:24]([F:27])([F:26])[F:25])[C:16](=[O:22])[O:17][C:18]([CH3:21])([CH3:20])[CH3:19])[CH2:10][CH2:9]2)[C:4]2[C:28]3[CH:34]=[CH:33][N:32]([CH2:35][O:36][CH2:37][CH2:38][Si:39]([CH3:42])([CH3:41])[CH3:40])[C:29]=3[N:30]=[CH:31][C:3]1=2.[H-].[Na+].Br[CH2:46][CH2:47][O:48][CH3:49].O. The catalyst is CN(C)C=O. The product is [CH3:49][O:48][CH2:47][CH2:46][N:7]1[C:2](=[O:1])[C:3]2[CH:31]=[N:30][C:29]3[N:32]([CH2:35][O:36][CH2:37][CH2:38][Si:39]([CH3:42])([CH3:41])[CH3:40])[CH:33]=[CH:34][C:28]=3[C:4]=2[N:5]([C@H:8]2[CH2:9][CH2:10][C@H:11]([CH2:14][N:15]([CH2:23][C:24]([F:25])([F:27])[F:26])[C:16](=[O:22])[O:17][C:18]([CH3:20])([CH3:21])[CH3:19])[CH2:12][CH2:13]2)[CH2:6]1. The yield is 0.450. (3) The reactants are OO.[OH:3][N:4]1[C:9]([CH3:11])([CH3:10])[CH2:8][CH:7]([OH:12])[CH2:6][C:5]1([CH3:14])[CH3:13].[CH2:15]1[CH2:20][CH2:19][CH2:18][CH2:17][CH2:16]1.CO. The catalyst is S([O-])(O)(=O)=O.C([N+](CCCC)(CCCC)CCCC)CCC.O.O.O.O.O.O.O.O.S([O-])([O-])(=O)=O.[Fe+2].CS(O)(=O)=O. The product is [CH:15]1([O:3][N:4]2[C:9]([CH3:10])([CH3:11])[CH2:8][CH:7]([OH:12])[CH2:6][C:5]2([CH3:14])[CH3:13])[CH2:20][CH2:19][CH2:18][CH2:17][CH2:16]1. The yield is 0.590. (4) The reactants are [CH3:1][O:2][C:3](=[O:22])[C:4]1[CH:9]=[CH:8][C:7]([C:10]([CH:12]2[C:17](=[O:18])[O:16][C:15]([CH3:20])([CH3:19])[O:14][C:13]2=[O:21])=O)=[CH:6][CH:5]=1.CC(O)=O.[BH4-].[Na+]. The catalyst is C(Cl)Cl.CCOCC. The product is [CH3:1][O:2][C:3](=[O:22])[C:4]1[CH:5]=[CH:6][C:7]([CH2:10][CH:12]2[C:13](=[O:21])[O:14][C:15]([CH3:19])([CH3:20])[O:16][C:17]2=[O:18])=[CH:8][CH:9]=1. The yield is 0.600. (5) The reactants are [NH:1]1[C:5]2([CH2:14][CH2:13][C:8]3([O:12][CH2:11][CH2:10][O:9]3)[CH2:7][CH2:6]2)[C:4](=O)[NH:3][C:2]1=[O:16].[H-].[H-].[H-].[H-].[Li+].[Al+3].[C@H](O)(C([O-])=O)[C@@H](O)C([O-])=O.[Na+].[K+]. The catalyst is C1COCC1. The product is [NH:1]1[C:5]2([CH2:14][CH2:13][C:8]3([O:12][CH2:11][CH2:10][O:9]3)[CH2:7][CH2:6]2)[CH2:4][NH:3][C:2]1=[O:16]. The yield is 0.570. (6) The reactants are [C:1]([OH:6])(=O)[C@H:2]([CH3:4])[OH:3].O.ON1C2C=CC=CC=2N=N1.Cl.C(N=C=NCCCN(C)C)C.C(N(CC)CC)C.[CH2:37]([N:41]1[C:49]([N:50]2[CH2:55][CH2:54][NH:53][C@H:52]([CH3:56])[CH2:51]2)=[N:48][C:47]2[C:42]1=[N:43][C:44]([C:63]1[CH:64]=[N:65][C:66]([NH2:69])=[N:67][CH:68]=1)=[N:45][C:46]=2[N:57]1[CH2:62][CH2:61][O:60][CH2:59][CH2:58]1)[CH:38]([CH3:40])[CH3:39]. The catalyst is C(Cl)Cl.CO.CN(C)C=O. The product is [NH2:69][C:66]1[N:65]=[CH:64][C:63]([C:44]2[N:43]=[C:42]3[C:47]([N:48]=[C:49]([N:50]4[CH2:55][CH2:54][N:53]([C:1](=[O:6])[C@@H:2]([OH:3])[CH3:4])[C@H:52]([CH3:56])[CH2:51]4)[N:41]3[CH2:37][CH:38]([CH3:39])[CH3:40])=[C:46]([N:57]3[CH2:62][CH2:61][O:60][CH2:59][CH2:58]3)[N:45]=2)=[CH:68][N:67]=1. The yield is 0.500. (7) The reactants are [CH3:1][C:2]1[NH:3][C:4]2[C:9]([CH:10]=1)=[CH:8][C:7]([NH2:11])=[CH:6][CH:5]=2.N([O-])=O.[Na+].[N-:16]=[N+:17]=[N-].[Na+]. The catalyst is CC(O)=O.O. The product is [CH3:1][C:2]1[NH:3][C:4]2[C:9]([CH:10]=1)=[CH:8][C:7]([N:11]=[N+:16]=[N-:17])=[CH:6][CH:5]=2. The yield is 0.660. (8) The reactants are [C:1]1([S:7]([N:10]2[C:14]3[CH:15]=[N:16][C:17]([C:26]#[N:27])=[C:18]([O:19][CH:20]4[CH2:25][CH2:24][NH:23][CH2:22][CH2:21]4)[C:13]=3[C:12]3[CH:28]=[C:29]([Br:32])[CH:30]=[N:31][C:11]2=3)(=[O:9])=[O:8])[CH:6]=[CH:5][CH:4]=[CH:3][CH:2]=1.[I-].[Na+].Br[CH2:36][CH2:37][O:38][CH:39]1[CH2:44][CH2:43][CH2:42][CH2:41][O:40]1. The catalyst is C(#N)C. The product is [C:1]1([S:7]([N:10]2[C:14]3[CH:15]=[N:16][C:17]([C:26]#[N:27])=[C:18]([O:19][CH:20]4[CH2:25][CH2:24][N:23]([CH2:36][CH2:37][O:38][CH:39]5[CH2:44][CH2:43][CH2:42][CH2:41][O:40]5)[CH2:22][CH2:21]4)[C:13]=3[C:12]3[CH:28]=[C:29]([Br:32])[CH:30]=[N:31][C:11]2=3)(=[O:8])=[O:9])[CH:2]=[CH:3][CH:4]=[CH:5][CH:6]=1. The yield is 0.330. (9) The reactants are [N:1]1[C:9]2[C:4](=[N:5][CH:6]=[CH:7][CH:8]=2)[N:3]([CH2:10][C:11]2[CH:21]=[CH:20][C:14]3[N:15]=[C:16]([S:18][CH3:19])[O:17][C:13]=3[CH:12]=2)[CH:2]=1.ClC1C=CC=C(C(OO)=[O:30])C=1.C([O-])(O)=O.[Na+]. The catalyst is C(Cl)Cl. The product is [N:1]1[C:9]2[C:4](=[N:5][CH:6]=[CH:7][CH:8]=2)[N:3]([CH2:10][C:11]2[CH:21]=[CH:20][C:14]3[N:15]=[C:16]([S:18]([CH3:19])=[O:30])[O:17][C:13]=3[CH:12]=2)[CH:2]=1. The yield is 1.00. (10) The reactants are [CH2:1]([C:4]1[CH:9]=[C:8]([C:10](=[S:12])[NH2:11])[CH:7]=[CH:6][N:5]=1)[CH2:2][CH3:3].[Br:13][CH2:14][C:15]([C:17]1[CH:22]=[CH:21][C:20]([N+:23]([O-:25])=[O:24])=[CH:19][CH:18]=1)=O. The catalyst is C(#N)C. The product is [BrH:13].[N+:23]([C:20]1[CH:21]=[CH:22][C:17]([C:15]2[N:11]=[C:10]([C:8]3[CH:7]=[CH:6][N:5]=[C:4]([CH2:1][CH2:2][CH3:3])[CH:9]=3)[S:12][CH:14]=2)=[CH:18][CH:19]=1)([O-:25])=[O:24]. The yield is 0.970.